Task: Predict the reactants needed to synthesize the given product.. Dataset: Full USPTO retrosynthesis dataset with 1.9M reactions from patents (1976-2016) (1) Given the product [CH2:11]([N:8]1[CH2:7][CH2:6][C:5]([CH2:4][CH2:3][OH:2])([OH:18])[CH2:10][CH2:9]1)[C:12]1[CH:13]=[CH:14][CH:15]=[CH:16][CH:17]=1, predict the reactants needed to synthesize it. The reactants are: C[O:2][C:3](=O)[CH2:4][C:5]1([OH:18])[CH2:10][CH2:9][N:8]([CH2:11][C:12]2[CH:17]=[CH:16][CH:15]=[CH:14][CH:13]=2)[CH2:7][CH2:6]1.[H-].[Al+3].[Li+].[H-].[H-].[H-].S([O-])([O-])(=O)=O.[Na+].[Na+]. (2) Given the product [CH3:1][N:2]1[CH2:7][CH2:6][N:5]([C:13]([NH2:12])=[O:14])[CH2:4][CH2:3]1, predict the reactants needed to synthesize it. The reactants are: [CH3:1][N:2]1[CH2:7][CH2:6][NH:5][CH2:4][CH2:3]1.C[Si]([N:12]=[C:13]=[O:14])(C)C. (3) Given the product [NH2:15][C:13]1[CH:12]=[CH:11][C:10]([NH:18][C:19](=[O:21])[CH3:20])=[C:9]([O:8][CH2:1][C:2]2[CH:7]=[CH:6][CH:5]=[CH:4][CH:3]=2)[CH:14]=1, predict the reactants needed to synthesize it. The reactants are: [CH2:1]([O:8][C:9]1[CH:14]=[C:13]([N+:15]([O-])=O)[CH:12]=[CH:11][C:10]=1[NH:18][C:19](=[O:21])[CH3:20])[C:2]1[CH:7]=[CH:6][CH:5]=[CH:4][CH:3]=1.NN. (4) Given the product [CH3:10][CH:9]([C:4]1[CH:3]=[CH:8][C:7]([CH2:22][OH:24])=[CH:6][CH:5]=1)[CH2:11][CH2:12][CH2:13][CH2:14][CH2:15][CH2:16][CH2:17][CH2:18][CH2:19][CH3:20], predict the reactants needed to synthesize it. The reactants are: BrC[C:3]1[CH:8]=[CH:7][CH:6]=[CH:5][C:4]=1[CH:9]([CH2:11][CH2:12][CH2:13][CH2:14][CH2:15][CH2:16][CH2:17][CH2:18][CH2:19][CH2:20]C)[CH3:10].[C:22]([O-])(=[O:24])C.[Na+].C(O)(=O)C.[OH-].[K+]. (5) Given the product [Br:8][C:6]1[N:7]=[C:2]2[N:31]([CH2:30][CH2:29][N:26]3[CH2:27][CH2:28][O:23][CH2:24][CH2:25]3)[CH2:11][C:10](=[O:13])[NH:9][C:3]2=[N:4][CH:5]=1, predict the reactants needed to synthesize it. The reactants are: Br[C:2]1[C:3]([NH:9][C:10](=[O:13])[CH2:11]I)=[N:4][CH:5]=[C:6]([Br:8])[N:7]=1.C(N(C(C)C)CC)(C)C.[O:23]1[CH2:28][CH2:27][N:26]([CH2:29][CH2:30][NH2:31])[CH2:25][CH2:24]1.CO. (6) Given the product [OH:1][C:2]1[C:11]2[C:6](=[CH:7][CH:8]=[CH:9][CH:10]=2)[C:5]([CH3:12])([CH3:13])[C:4](=[O:14])[CH:3]=1, predict the reactants needed to synthesize it. The reactants are: [OH:1][C:2]1[C:11]2[C:6](=[CH:7][CH:8]=[CH:9][CH:10]=2)[C:5]([CH3:13])([CH3:12])[C:4](=[O:14])[C:3]=1C(OCC)=O.Cl. (7) Given the product [Cl:18][C:14]1[CH:13]=[C:12]([NH:11][S:8]([C:5]2[CH:6]=[CH:7][C:2]([C:23]3[O:24][C:20]([CH3:19])=[CH:21][CH:22]=3)=[CH:3][CH:4]=2)(=[O:10])=[O:9])[CH:17]=[CH:16][N:15]=1, predict the reactants needed to synthesize it. The reactants are: Br[C:2]1[CH:7]=[CH:6][C:5]([S:8]([NH:11][C:12]2[CH:17]=[CH:16][N:15]=[C:14]([Cl:18])[CH:13]=2)(=[O:10])=[O:9])=[CH:4][CH:3]=1.[CH3:19][C:20]1[O:24][C:23](B(O)O)=[CH:22][CH:21]=1.C(=O)([O-])[O-].[Na+].[Na+]. (8) The reactants are: O1[C:5]2([CH2:10][CH2:9][CH:8]([C:11]3[CH:16]=[C:15]([NH2:17])[N:14]4[N:18]=[CH:19][CH:20]=[C:13]4[N:12]=3)[CH2:7][CH2:6]2)[O:4]CC1.CCO.O.O1CCOCC1. Given the product [NH2:17][C:15]1[N:14]2[N:18]=[CH:19][CH:20]=[C:13]2[N:12]=[C:11]([CH:8]2[CH2:7][CH2:6][C:5](=[O:4])[CH2:10][CH2:9]2)[CH:16]=1, predict the reactants needed to synthesize it. (9) Given the product [Cl:39][C:2]1[C:3]2[C:44](=[CH:7][CH:6]=[CH:5][CH:4]=2)[NH:45][C:47](=[O:48])[C:1]=1[C:28]([O:27][CH2:25][C:24]1[CH:30]=[CH:31][CH:32]=[CH:33][CH:34]=1)=[O:35], predict the reactants needed to synthesize it. The reactants are: [CH2:1](C([CH2:1][C:2]1[CH:7]=[CH:6][CH:5]=[CH:4][CH:3]=1)(C([O-])=O)C([O-])=O)[C:2]1[CH:7]=[CH:6][CH:5]=[CH:4][CH:3]=1.[H-].[Na+].[C:24]12[C:30](=[CH:31][CH:32]=[CH:33][CH:34]=1)N[C:28](=[O:35])[O:27][C:25]2=O.C(Cl)(=O)C([Cl:39])=O.[Na+].[Cl-].[CH3:44][N:45]([CH:47]=[O:48])C. (10) Given the product [NH2:30][CH2:29][CH2:28][CH2:27][C:22]1[CH:21]=[C:20]([C:4]2[CH:5]=[C:6]3[C:11](=[C:2]([NH2:1])[N:3]=2)[CH:10]=[N:9][C:8]2[CH:12]=[C:13]([O:18][CH3:19])[C:14]([O:16][CH3:17])=[CH:15][C:7]3=2)[CH:25]=[C:24]([F:26])[CH:23]=1, predict the reactants needed to synthesize it. The reactants are: [NH2:1][C:2]1[N:3]=[C:4]([C:20]2[CH:21]=[C:22]([CH2:27][CH2:28][CH2:29][NH:30]C(=O)OC(C)(C)C)[CH:23]=[C:24]([F:26])[CH:25]=2)[CH:5]=[C:6]2[C:11]=1[CH:10]=[N:9][C:8]1[CH:12]=[C:13]([O:18][CH3:19])[C:14]([O:16][CH3:17])=[CH:15][C:7]2=1.FC(F)(F)C(O)=O.